From a dataset of NCI-60 drug combinations with 297,098 pairs across 59 cell lines. Regression. Given two drug SMILES strings and cell line genomic features, predict the synergy score measuring deviation from expected non-interaction effect. (1) Drug 1: C(=O)(N)NO. Drug 2: C1CN(CCN1C(=O)CCBr)C(=O)CCBr. Cell line: SN12C. Synergy scores: CSS=14.2, Synergy_ZIP=-5.18, Synergy_Bliss=-0.693, Synergy_Loewe=-11.8, Synergy_HSA=-2.76. (2) Drug 1: CCC1(CC2CC(C3=C(CCN(C2)C1)C4=CC=CC=C4N3)(C5=C(C=C6C(=C5)C78CCN9C7C(C=CC9)(C(C(C8N6C)(C(=O)OC)O)OC(=O)C)CC)OC)C(=O)OC)O.OS(=O)(=O)O. Drug 2: CC12CCC3C(C1CCC2OP(=O)(O)O)CCC4=C3C=CC(=C4)OC(=O)N(CCCl)CCCl.[Na+]. Cell line: HOP-92. Synergy scores: CSS=0.550, Synergy_ZIP=0.605, Synergy_Bliss=-1.22, Synergy_Loewe=-1.67, Synergy_HSA=-4.21. (3) Drug 1: CC1C(C(CC(O1)OC2CC(CC3=C2C(=C4C(=C3O)C(=O)C5=C(C4=O)C(=CC=C5)OC)O)(C(=O)CO)O)N)O.Cl. Drug 2: CN(C(=O)NC(C=O)C(C(C(CO)O)O)O)N=O. Cell line: NCI-H460. Synergy scores: CSS=-1.09, Synergy_ZIP=2.62, Synergy_Bliss=3.80, Synergy_Loewe=-1.83, Synergy_HSA=-0.389. (4) Drug 1: C1=C(C(=O)NC(=O)N1)F. Drug 2: C1C(C(OC1N2C=C(C(=O)NC2=O)F)CO)O. Cell line: SK-MEL-28. Synergy scores: CSS=31.3, Synergy_ZIP=-3.33, Synergy_Bliss=-5.73, Synergy_Loewe=2.89, Synergy_HSA=3.02. (5) Drug 1: CCC1(CC2CC(C3=C(CCN(C2)C1)C4=CC=CC=C4N3)(C5=C(C=C6C(=C5)C78CCN9C7C(C=CC9)(C(C(C8N6C=O)(C(=O)OC)O)OC(=O)C)CC)OC)C(=O)OC)O.OS(=O)(=O)O. Drug 2: CC=C1C(=O)NC(C(=O)OC2CC(=O)NC(C(=O)NC(CSSCCC=C2)C(=O)N1)C(C)C)C(C)C. Cell line: EKVX. Synergy scores: CSS=20.6, Synergy_ZIP=-6.27, Synergy_Bliss=-2.78, Synergy_Loewe=0.990, Synergy_HSA=0.931. (6) Drug 1: CCCS(=O)(=O)NC1=C(C(=C(C=C1)F)C(=O)C2=CNC3=C2C=C(C=N3)C4=CC=C(C=C4)Cl)F. Drug 2: CCC1(C2=C(COC1=O)C(=O)N3CC4=CC5=C(C=CC(=C5CN(C)C)O)N=C4C3=C2)O.Cl. Cell line: NCI/ADR-RES. Synergy scores: CSS=1.56, Synergy_ZIP=-0.388, Synergy_Bliss=0.750, Synergy_Loewe=-4.63, Synergy_HSA=-1.07.